This data is from Full USPTO retrosynthesis dataset with 1.9M reactions from patents (1976-2016). The task is: Predict the reactants needed to synthesize the given product. Given the product [NH2:7][C:8]1[N:9]([CH3:26])[C:10](=[O:25])[C:11]([CH3:23])([CH3:24])[C@:12]([C:15]2[CH:20]=[C:19]([NH:21][C:31](=[O:32])[C@:30]([OH:35])([CH3:34])[C:29]([F:37])([F:36])[F:28])[CH:18]=[CH:17][C:16]=2[F:22])([CH3:14])[N:13]=1, predict the reactants needed to synthesize it. The reactants are: C(OC(=O)[NH:7][C:8]1[N:9]([CH3:26])[C:10](=[O:25])[C:11]([CH3:24])([CH3:23])[C@:12]([C:15]2[CH:20]=[C:19]([NH2:21])[CH:18]=[CH:17][C:16]=2[F:22])([CH3:14])[N:13]=1)(C)(C)C.[F:28][C:29]([F:37])([F:36])[C@@:30]([OH:35])([CH3:34])[C:31](O)=[O:32].